This data is from Full USPTO retrosynthesis dataset with 1.9M reactions from patents (1976-2016). The task is: Predict the reactants needed to synthesize the given product. (1) Given the product [CH3:25][C:22]([C:19]1[CH:20]=[CH:21][C:16]([C:12]2[O:11][CH:15]=[CH:14][CH:13]=2)=[CH:17][CH:18]=1)([CH3:26])[CH:23]=[CH2:1], predict the reactants needed to synthesize it. The reactants are: [CH3:1][Si]([N-][Si](C)(C)C)(C)C.[Na+].[O:11]1[CH:15]=[CH:14][CH:13]=[C:12]1[C:16]1[CH:21]=[CH:20][C:19]([C:22]([CH3:26])([CH3:25])[CH:23]=O)=[CH:18][CH:17]=1. (2) Given the product [NH2:14][C:11]1[N:12]=[CH:13][C:8]([C:26]2[CH:27]=[C:28]([C:30]([N:32]3[CH2:33][CH2:34][O:35][CH2:36][CH2:37]3)=[O:31])[CH:29]=[C:24]([Cl:23])[CH:25]=2)=[CH:9][C:10]=1[C:15]1[N:16]=[N:17][N:18]([CH:20]([CH3:22])[CH3:21])[CH:19]=1, predict the reactants needed to synthesize it. The reactants are: C([O-])([O-])=O.[Cs+].[Cs+].Br[C:8]1[CH:9]=[C:10]([C:15]2[N:16]=[N:17][N:18]([CH:20]([CH3:22])[CH3:21])[CH:19]=2)[C:11]([NH2:14])=[N:12][CH:13]=1.[Cl:23][C:24]1[CH:25]=[C:26](B(O)O)[CH:27]=[C:28]([C:30]([N:32]2[CH2:37][CH2:36][O:35][CH2:34][CH2:33]2)=[O:31])[CH:29]=1. (3) Given the product [CH2:6]([CH:9]([CH2:20][CH:21]=[CH2:22])[CH2:10][O:11][SiH2:12][C:13]1[CH:18]=[CH:17][C:16]([CH:27]=[O:28])=[CH:15][CH:14]=1)[CH:7]=[CH2:8], predict the reactants needed to synthesize it. The reactants are: C([Mg]Cl)(C)C.[CH2:6]([CH:9]([CH2:20][CH:21]=[CH2:22])[CH2:10][O:11][SiH2:12][C:13]1[CH:18]=[CH:17][C:16](I)=[CH:15][CH:14]=1)[CH:7]=[CH2:8].C(C(CC=C)[CH2:27][O:28][SiH2]C1C=CC([Mg]Cl)=CC=1)C=C.CN(C=O)C.Cl.